From a dataset of Catalyst prediction with 721,799 reactions and 888 catalyst types from USPTO. Predict which catalyst facilitates the given reaction. (1) Reactant: C([O:9][CH2:10][CH2:11][CH2:12][CH2:13][N:14]1[CH:18]=[C:17]([C:19](=[O:33])[NH:20][CH2:21][C:22]2[CH:27]=[CH:26][CH:25]=[C:24]([O:28][C:29]([F:32])([F:31])[F:30])[CH:23]=2)[N:16]=[N:15]1)(=O)C1C=CC=CC=1.O[Li].O. Product: [OH:9][CH2:10][CH2:11][CH2:12][CH2:13][N:14]1[CH:18]=[C:17]([C:19]([NH:20][CH2:21][C:22]2[CH:27]=[CH:26][CH:25]=[C:24]([O:28][C:29]([F:30])([F:31])[F:32])[CH:23]=2)=[O:33])[N:16]=[N:15]1. The catalyst class is: 20. (2) Reactant: C[O:2][C:3]([C:5]1[S:9][C:8]2[CH:10]=[C:11]([Cl:14])[CH:12]=[CH:13][C:7]=2[CH:6]=1)=[O:4].[Li+].[OH-].Cl. Product: [Cl:14][C:11]1[CH:12]=[CH:13][C:7]2[CH:6]=[C:5]([C:3]([OH:4])=[O:2])[S:9][C:8]=2[CH:10]=1. The catalyst class is: 1. (3) Reactant: [Cl:1][C:2]1[CH:7]=[CH:6][C:5]([CH2:8][CH2:9][CH2:10][NH:11][C:12]2[CH:17]=[CH:16][C:15]([CH3:18])=[C:14]([NH2:19])[CH:13]=2)=[CH:4][CH:3]=1.[C:20]1([C:29](=O)[NH:28][C:26](=[O:27])[NH:25][C:23]1=[O:24])=[N:21]O.O. Product: [NH2:19][C:14]1[C:15]([CH3:18])=[CH:16][C:17]2[N:21]=[C:20]3[C:29]([N:11]([CH2:10][CH2:9][CH2:8][C:5]4[CH:6]=[CH:7][C:2]([Cl:1])=[CH:3][CH:4]=4)[C:12]=2[CH:13]=1)=[N:28][C:26](=[O:27])[NH:25][C:23]3=[O:24]. The catalyst class is: 52. (4) Reactant: CC(C)(C)C([O:5][C:6]1[CH:11]=[CH:10][C:9]([C:12]([C:30]2[CH:35]=[CH:34][C:33]([O:36]C(=O)C(C)(C)C)=[CH:32][CH:31]=2)=[C:13]([C:16]2[CH:21]=[CH:20][CH:19]=[C:18]([O:22][CH2:23][CH2:24][N:25]3[CH2:29][CH2:28][CH2:27][CH2:26]3)[CH:17]=2)[CH2:14][CH3:15])=[CH:8][CH:7]=1)=O.[OH-].[Na+].C(O)(=O)CC(CC(O)=O)(C(O)=O)O. Product: [N:25]1([CH2:24][CH2:23][O:22][C:18]2[CH:17]=[C:16]([C:13]([CH2:14][CH3:15])=[C:12]([C:30]3[CH:31]=[CH:32][C:33]([OH:36])=[CH:34][CH:35]=3)[C:9]3[CH:10]=[CH:11][C:6]([OH:5])=[CH:7][CH:8]=3)[CH:21]=[CH:20][CH:19]=2)[CH2:29][CH2:28][CH2:27][CH2:26]1. The catalyst class is: 36. (5) Reactant: [Br:1][C:2]1[CH:7]=[C:6]([C:8]#[N:9])[CH:5]=[C:4](Br)[C:3]=1[NH:11][C:12]([NH2:14])=[S:13].C([O-])([O-])=O.[Cs+].[Cs+].O. Product: [NH2:14][C:12]1[S:13][C:4]2[CH:5]=[C:6]([C:8]#[N:9])[CH:7]=[C:2]([Br:1])[C:3]=2[N:11]=1. The catalyst class is: 185. (6) The catalyst class is: 10. Product: [Br-:25].[C:19]1([C:12]2([C:10]([O:9][C@@H:3]3[CH:4]4[CH2:7][CH2:8][N+:1]([CH2:26][C:27](=[O:28])[NH:29][C:30]5[CH:35]=[N:34][CH:33]=[CH:32][N:31]=5)([CH2:6][CH2:5]4)[CH2:2]3)=[O:11])[CH2:18][CH2:17][CH2:16][CH2:15][CH2:14][CH2:13]2)[CH:20]=[CH:21][CH:22]=[CH:23][CH:24]=1. Reactant: [N:1]12[CH2:8][CH2:7][CH:4]([CH2:5][CH2:6]1)[C@@H:3]([O:9][C:10]([C:12]1([C:19]3[CH:24]=[CH:23][CH:22]=[CH:21][CH:20]=3)[CH2:18][CH2:17][CH2:16][CH2:15][CH2:14][CH2:13]1)=[O:11])[CH2:2]2.[Br:25][CH2:26][C:27]([NH:29][C:30]1[CH:35]=[N:34][CH:33]=[CH:32][N:31]=1)=[O:28]. (7) Reactant: Br[CH2:2][C:3]1[CH:8]=[CH:7][N:6]=[C:5]([C:9]2[CH:23]=[CH:22][C:21]([C:24]([F:27])([F:26])[F:25])=[CH:20][C:10]=2[CH2:11][N:12]([CH2:18][CH3:19])[C:13]([CH:15]2[CH2:17][CH2:16]2)=[O:14])[N:4]=1.O.[C-:29]#[N:30].[K+]. Product: [C:29]([CH2:2][C:3]1[CH:8]=[CH:7][N:6]=[C:5]([C:9]2[CH:23]=[CH:22][C:21]([C:24]([F:27])([F:26])[F:25])=[CH:20][C:10]=2[CH2:11][N:12]([CH2:18][CH3:19])[C:13]([CH:15]2[CH2:17][CH2:16]2)=[O:14])[N:4]=1)#[N:30]. The catalyst class is: 14.